Dataset: Full USPTO retrosynthesis dataset with 1.9M reactions from patents (1976-2016). Task: Predict the reactants needed to synthesize the given product. (1) Given the product [C:17]([C:12]1[CH:13]=[CH:14][CH:15]=[CH:16][C:11]=1[NH:10][C:8]([C:4]1([CH3:24])[CH:3]=[C:2]([F:1])[N:6]([CH3:7])[NH:5]1)=[O:9])(=[O:23])[CH3:18], predict the reactants needed to synthesize it. The reactants are: [F:1][C:2]1[N:6]([CH3:7])[NH:5][C:4]([CH3:24])([C:8]([NH:10][C:11]2[CH:16]=[CH:15][CH:14]=[CH:13][C:12]=2[C:17]([OH:23])(C)[CH2:18]C(C)C)=[O:9])[CH:3]=1.C(OC)(OC)OC.S([O-])([O-])(=O)=O.[Na+].[Na+]. (2) Given the product [C:20]1([CH:19]=[CH:18][CH2:17][O:1][CH:2]2[CH2:3][CH2:4][N:5]([C:8]([O:10][C:11]([CH3:14])([CH3:13])[CH3:12])=[O:9])[CH2:6][CH2:7]2)[CH:25]=[CH:24][CH:23]=[CH:22][CH:21]=1, predict the reactants needed to synthesize it. The reactants are: [OH:1][CH:2]1[CH2:7][CH2:6][N:5]([C:8]([O:10][C:11]([CH3:14])([CH3:13])[CH3:12])=[O:9])[CH2:4][CH2:3]1.[H-].[Na+].[CH2:17](Cl)[CH:18]=[CH:19][C:20]1[CH:25]=[CH:24][CH:23]=[CH:22][CH:21]=1. (3) Given the product [CH3:12][C:13]1[CH:18]=[C:17]([B:19]([OH:23])[OH:20])[CH:16]=[C:15]([NH:28][C:29]2[N:34]=[C:33]([C:35]([F:37])([F:38])[F:36])[CH:32]=[CH:31][N:30]=2)[CH:14]=1, predict the reactants needed to synthesize it. The reactants are: C([O-])(=O)C.[NH4+].I([O-])(=O)(=O)=O.[Na+].[CH3:12][C:13]1[CH:14]=[C:15]([NH:28][C:29]2[N:34]=[C:33]([C:35]([F:38])([F:37])[F:36])[CH:32]=[CH:31][N:30]=2)[CH:16]=[C:17]([B:19]2[O:23]C(C)(C)C(C)(C)[O:20]2)[CH:18]=1. (4) The reactants are: [CH3:1][O:2][C:3]1[CH:4]=[C:5]([CH:22]=[C:23]([O:25][CH3:26])[CH:24]=1)[C:6]1[O:7][C:8]2[C:13]([C:14](=[O:16])[CH:15]=1)=[CH:12][CH:11]=[C:10]([O:17][CH2:18][CH:19]1[O:21][CH2:20]1)[CH:9]=2.[C:27]1([N:33]2[CH2:38][CH2:37][NH:36][CH2:35][CH2:34]2)[CH:32]=[CH:31][CH:30]=[CH:29][CH:28]=1. Given the product [CH3:1][O:2][C:3]1[CH:4]=[C:5]([CH:22]=[C:23]([O:25][CH3:26])[CH:24]=1)[C:6]1[O:7][C:8]2[C:13]([C:14](=[O:16])[CH:15]=1)=[CH:12][CH:11]=[C:10]([O:17][CH2:18][CH:19]([OH:21])[CH2:20][N:36]1[CH2:37][CH2:38][N:33]([C:27]3[CH:32]=[CH:31][CH:30]=[CH:29][CH:28]=3)[CH2:34][CH2:35]1)[CH:9]=2, predict the reactants needed to synthesize it. (5) Given the product [CH2:28]([C:16]1[C:15]2[C:19](=[CH:20][C:12]([C:9]3[CH2:10][CH2:11][CH:6]([C:4]([OH:5])=[O:3])[CH2:7][CH:8]=3)=[CH:13][CH:14]=2)[N:18]([C:21]2[CH:22]=[CH:23][C:24]([F:27])=[CH:25][CH:26]=2)[N:17]=1)[CH3:29], predict the reactants needed to synthesize it. The reactants are: C([O:3][C:4]([CH:6]1[CH2:11][CH2:10][C:9]([C:12]2[CH:20]=[C:19]3[C:15]([C:16]([CH2:28][CH3:29])=[N:17][N:18]3[C:21]3[CH:26]=[CH:25][C:24]([F:27])=[CH:23][CH:22]=3)=[CH:14][CH:13]=2)=[CH:8][CH2:7]1)=[O:5])C.O1CCCC1.[OH-].[Na+]. (6) The reactants are: Cl[C:2]1[C:3]([NH2:8])=[N:4][CH:5]=[CH:6][N:7]=1.[CH3:9][O:10][C:11]1[CH:12]=[C:13]([S:17](Cl)(=[O:19])=[O:18])[CH:14]=[CH:15][CH:16]=1.[CH3:21][O-:22].[Na+]. Given the product [CH3:9][O:10][C:11]1[CH:12]=[C:13]([S:17]([NH:8][C:3]2[C:2]([O:22][CH3:21])=[N:7][CH:6]=[CH:5][N:4]=2)(=[O:19])=[O:18])[CH:14]=[CH:15][CH:16]=1, predict the reactants needed to synthesize it. (7) Given the product [F:1][C:2]([F:16])([F:17])[C:3]([NH:5][C:6]1[CH:11]=[CH:10][CH:9]=[C:8]([CH2:12][CH2:13][S:29]([CH3:18])(=[O:33])=[O:31])[CH:7]=1)=[O:4], predict the reactants needed to synthesize it. The reactants are: [F:1][C:2]([F:17])([F:16])[C:3]([NH:5][C:6]1[CH:11]=[CH:10][CH:9]=[C:8]([CH2:12][CH2:13]SC)[CH:7]=1)=[O:4].[CH:18]1C=C(Cl)C=C(C(OO)=O)C=1.[S:29]([O-:33])([O-])(=[O:31])=S.[Na+].[Na+]. (8) Given the product [Br:6][C:7]1[CH:12]=[CH:11][C:10]([C@:13]2([C:32]([F:35])([F:33])[F:34])[C:23]#[C:22][CH2:21][S:20][CH2:19][C@@H:18]([CH:24]([OH:25])[CH3:1])[NH:17][C:16](=[O:26])[C@H:15]([CH2:27][C:28]([F:31])([CH3:30])[CH3:29])[NH:14]2)=[CH:9][CH:8]=1, predict the reactants needed to synthesize it. The reactants are: [CH2:1]1COCC1.[Br:6][C:7]1[CH:12]=[CH:11][C:10]([C@:13]2([C:32]([F:35])([F:34])[F:33])[C:23]#[C:22][CH2:21][S:20][CH2:19][C@@H:18]([CH:24]=[O:25])[NH:17][C:16](=[O:26])[C@H:15]([CH2:27][C:28]([F:31])([CH3:30])[CH3:29])[NH:14]2)=[CH:9][CH:8]=1.C[Mg]Cl.Cl.